Predict the product of the given reaction. From a dataset of Forward reaction prediction with 1.9M reactions from USPTO patents (1976-2016). (1) Given the reactants OS(O)(=O)=O.[C:6](I)([F:9])([F:8])[F:7].[NH:11]1[CH:15]=[CH:14][CH:13]=[C:12]1[C:16]([OH:18])=[O:17].OO, predict the reaction product. The product is: [F:7][C:6]([F:9])([F:8])[C:15]1[NH:11][C:12]([C:16]([OH:18])=[O:17])=[CH:13][CH:14]=1. (2) Given the reactants [O:1]1[CH2:6][CH2:5][CH:4]([O:7][C:8]2[CH:9]=[C:10]([CH:14]=[CH:15][CH:16]=2)[C:11]([OH:13])=O)[CH2:3][CH2:2]1.[OH:17][C:18]12[CH2:27][CH:22]3[CH2:23][CH:24]([CH2:26][CH:20]([CH:21]3[NH:28][CH3:29])[CH2:19]1)[CH2:25]2, predict the reaction product. The product is: [OH:17][C:18]12[CH2:27][CH:22]3[CH2:23][CH:24]([CH2:26][CH:20]([CH:21]3[N:28]([CH3:29])[C:11](=[O:13])[C:10]3[CH:14]=[CH:15][CH:16]=[C:8]([O:7][CH:4]4[CH2:3][CH2:2][O:1][CH2:6][CH2:5]4)[CH:9]=3)[CH2:19]1)[CH2:25]2. (3) Given the reactants [CH:1]([N:14]1[CH2:17][CH:16]([CH2:18][O:19][C:20]2[C:32]([CH:33]3[CH2:35][CH2:34]3)=[CH:31][C:23]([C:24]([O:26]C(C)(C)C)=[O:25])=[C:22]([F:36])[CH:21]=2)[CH2:15]1)([C:8]1[CH:13]=[CH:12][CH:11]=[CH:10][CH:9]=1)[C:2]1[CH:7]=[CH:6][CH:5]=[CH:4][CH:3]=1.[OH-].[K+], predict the reaction product. The product is: [CH:1]([N:14]1[CH2:17][CH:16]([CH2:18][O:19][C:20]2[C:32]([CH:33]3[CH2:35][CH2:34]3)=[CH:31][C:23]([C:24]([OH:26])=[O:25])=[C:22]([F:36])[CH:21]=2)[CH2:15]1)([C:8]1[CH:13]=[CH:12][CH:11]=[CH:10][CH:9]=1)[C:2]1[CH:7]=[CH:6][CH:5]=[CH:4][CH:3]=1. (4) Given the reactants [Cl:1][C:2]1[CH:7]=[CH:6][C:5]([C:8]([F:11])([F:10])[F:9])=[CH:4][C:3]=1[OH:12].[S:13](O[S:13]([C:16]([F:19])([F:18])[F:17])(=[O:15])=[O:14])([C:16]([F:19])([F:18])[F:17])(=[O:15])=[O:14], predict the reaction product. The product is: [S:13]([O:12][C:3]1[CH:4]=[C:5]([C:8]([F:10])([F:11])[F:9])[CH:6]=[CH:7][C:2]=1[Cl:1])([C:16]([F:19])([F:18])[F:17])(=[O:15])=[O:14]. (5) Given the reactants Cl[C:2]1[N:7]=[C:6]2[CH2:8][CH2:9][CH2:10][C:5]2=[C:4]([Cl:11])[CH:3]=1.[S:12]1[CH:16]=[CH:15][C:14](B(O)O)=[CH:13]1, predict the reaction product. The product is: [Cl:11][C:4]1[CH:3]=[C:2]([C:14]2[CH:15]=[CH:16][S:12][CH:13]=2)[N:7]=[C:6]2[CH2:8][CH2:9][CH2:10][C:5]=12. (6) The product is: [OH:1][B:2]1[C:6]2[CH:7]=[C:8]([NH:11][S:12]([C:15]3[CH:20]=[CH:19][C:18]([O:21][CH3:22])=[CH:17][C:16]=3[CH2:23][CH2:24][OH:25])(=[O:14])=[O:13])[CH:9]=[CH:10][C:5]=2[CH2:4][O:3]1. Given the reactants [OH:1][B:2]1[C:6]2[CH:7]=[C:8]([NH:11][S:12]([C:15]3[CH:20]=[CH:19][C:18]([O:21][CH3:22])=[CH:17][C:16]=3[CH2:23][C:24](O)=[O:25])(=[O:14])=[O:13])[CH:9]=[CH:10][C:5]=2[CH2:4][O:3]1.B, predict the reaction product. (7) The product is: [NH2:8][CH:9]1[CH2:14][CH2:13][CH2:12][N:11]([S:15]([C:18]2[C:19]3[C:20]([CH3:28])=[CH:21][N:22]=[CH:23][C:24]=3[CH:25]=[CH:26][CH:27]=2)(=[O:17])=[O:16])[CH2:10]1.[ClH:43]. Given the reactants C(OC([NH:8][CH:9]1[CH2:14][CH2:13][CH2:12][N:11]([S:15]([C:18]2[C:19]3[C:20]([CH3:28])=[CH:21][N:22]=[CH:23][C:24]=3[CH:25]=[CH:26][CH:27]=2)(=[O:17])=[O:16])[CH2:10]1)=O)(C)(C)C.CC1C2C(S([Cl:43])(=O)=O)=CC=CC=2C=NC=1.C(OC(NC1CCNC1)=O)(C)(C)C, predict the reaction product. (8) Given the reactants [CH2:1]=[O:2].[N:3]1[C:10]([NH2:11])=[N:9][C:7]([NH2:8])=[N:6][C:4]=1[NH2:5], predict the reaction product. The product is: [CH2:1]=[O:2].[NH2:3][C:4]([NH2:6])=[O:2].[CH2:1]=[O:2].[N:3]1[C:10]([NH2:11])=[N:9][C:7]([NH2:8])=[N:6][C:4]=1[NH2:5]. (9) Given the reactants [C:1]([O:5][C@@H:6]([C:11]1[C:12](I)=[C:13]2[C:20]3[CH2:21][CH2:22][CH2:23][CH2:24][C:19]=3[S:18][C:14]2=[N:15][C:16]=1[CH3:17])[C:7]([O:9]C)=[O:8])([CH3:4])([CH3:3])[CH3:2].[F:26][C:27]1[CH:32]=[C:31]([CH3:33])[CH:30]=[CH:29][C:28]=1B1OC(C)(C)C(C)(C)O1, predict the reaction product. The product is: [C:1]([O:5][C@@H:6]([C:11]1[C:12]([C:28]2[CH:29]=[CH:30][C:31]([CH3:33])=[CH:32][C:27]=2[F:26])=[C:13]2[C:20]3[CH2:21][CH2:22][CH2:23][CH2:24][C:19]=3[S:18][C:14]2=[N:15][C:16]=1[CH3:17])[C:7]([OH:9])=[O:8])([CH3:4])([CH3:3])[CH3:2]. (10) Given the reactants [Cl:1][C:2]1[CH:3]=[C:4]([OH:9])[CH:5]=[CH:6][C:7]=1[Cl:8].[C:10](Cl)(=[O:12])[CH3:11].[Cl-].[Cl-].[Cl-].[Al+3], predict the reaction product. The product is: [Cl:1][C:2]1[C:7]([Cl:8])=[CH:6][C:5]([C:10](=[O:12])[CH3:11])=[C:4]([OH:9])[CH:3]=1.